This data is from Reaction yield outcomes from USPTO patents with 853,638 reactions. The task is: Predict the reaction yield, written as a fraction of the theoretical maximum amount of product (1.0 means a 100% yield; for example, 0.34 means a 34% yield). (1) The reactants are [CH2:1]([N:8]1[CH:12]=[C:11]([CH2:13][C:14]([O:16][CH3:17])=[O:15])[C:10]([O:18][CH2:19][CH2:20][CH2:21][C:22]2[N:26]([CH2:27][C:28]3[CH:33]=[CH:32][C:31]([Cl:34])=[CH:30][C:29]=3[Cl:35])[N:25]=[C:24]([OH:36])[CH:23]=2)=[N:9]1)[C:2]1[CH:7]=[CH:6][CH:5]=[CH:4][CH:3]=1.[CH2:37]([S:39][CH2:40][CH2:41]O)[CH3:38].C(P(CCCC)CCCC)CCC.N(C(N1CCCCC1)=O)=NC(N1CCCCC1)=O. The catalyst is O1CCCC1. The product is [CH2:1]([N:8]1[CH:12]=[C:11]([CH2:13][C:14]([O:16][CH3:17])=[O:15])[C:10]([O:18][CH2:19][CH2:20][CH2:21][C:22]2[N:26]([CH2:27][C:28]3[CH:33]=[CH:32][C:31]([Cl:34])=[CH:30][C:29]=3[Cl:35])[N:25]=[C:24]([O:36][CH2:38][CH2:37][S:39][CH2:40][CH3:41])[CH:23]=2)=[N:9]1)[C:2]1[CH:7]=[CH:6][CH:5]=[CH:4][CH:3]=1. The yield is 0.990. (2) The reactants are [C:1]([C:3]1[CH:4]=[C:5]([OH:9])[CH:6]=[CH:7][CH:8]=1)#[N:2].[ClH:10].[H][H]. The catalyst is [Pd].CO. The product is [ClH:10].[OH:9][C:5]1[CH:4]=[C:3]([CH2:1][NH2:2])[CH:8]=[CH:7][CH:6]=1. The yield is 0.809. (3) The reactants are C([O:3][P:4]([CH2:9][CH2:10][NH:11][CH2:12][C:13]([CH3:36])=[CH:14][CH2:15][C:16]1[C:17]([O:29]CC[Si](C)(C)C)=[C:18]2[C:22](=[C:23]([CH3:27])[C:24]=1[O:25][CH3:26])[CH2:21][O:20][C:19]2=[O:28])(=[O:8])[O:5]CC)C.C[Si](Br)(C)C.N1[C:47]([CH3:48])=[CH:46][CH:45]=[CH:44][C:43]=1[CH3:49]. The catalyst is C(#N)C. The product is [CH2:49]([N:11]([CH2:12][C:13]([CH3:36])=[CH:14][CH2:15][C:16]1[C:17]([OH:29])=[C:18]2[C:22](=[C:23]([CH3:27])[C:24]=1[O:25][CH3:26])[CH2:21][O:20][C:19]2=[O:28])[CH2:10][CH2:9][P:4](=[O:8])([OH:5])[OH:3])[C:43]1[CH:48]=[CH:47][CH:46]=[CH:45][CH:44]=1. The yield is 0.930. (4) The reactants are [CH2:1]([N:5]1[C:9](=[O:10])[C:8](Cl)=[C:7]([C:12]2[CH:17]=[CH:16][CH:15]=[CH:14][CH:13]=2)[S:6]1(=[O:19])=[O:18])[CH2:2][CH2:3][CH3:4].[O:20]1[C:24]2[CH:25]=[CH:26][C:27]([NH2:29])=[CH:28][C:23]=2[CH:22]=[CH:21]1. The catalyst is CC#N. The product is [O:20]1[C:24]2[CH:25]=[CH:26][C:27]([NH:29][C:8]3[C:9](=[O:10])[N:5]([CH2:1][CH2:2][CH2:3][CH3:4])[S:6](=[O:19])(=[O:18])[C:7]=3[C:12]3[CH:17]=[CH:16][CH:15]=[CH:14][CH:13]=3)=[CH:28][C:23]=2[CH:22]=[CH:21]1. The yield is 0.270. (5) The reactants are [C:1]([O:5][C:6](=[O:34])[N:7]([CH2:9][C:10]1[CH:14]=[C:13]([C:15]2[CH:20]=[CH:19][CH:18]=[C:17]([CH:21]=[N:22]O)[C:16]=2[F:24])[N:12]([S:25]([C:28]2[CH:29]=[N:30][CH:31]=[CH:32][CH:33]=2)(=[O:27])=[O:26])[CH:11]=1)[CH3:8])([CH3:4])([CH3:3])[CH3:2].C(N(CC)CC)C.CS(Cl)(=O)=O.O. The catalyst is O1CCCC1. The product is [C:1]([O:5][C:6](=[O:34])[N:7]([CH2:9][C:10]1[CH:14]=[C:13]([C:15]2[CH:20]=[CH:19][CH:18]=[C:17]([C:21]#[N:22])[C:16]=2[F:24])[N:12]([S:25]([C:28]2[CH:29]=[N:30][CH:31]=[CH:32][CH:33]=2)(=[O:26])=[O:27])[CH:11]=1)[CH3:8])([CH3:4])([CH3:2])[CH3:3]. The yield is 0.730. (6) The reactants are C([O-])([O-])=O.[Na+].[Na+].[N+:7]([C:10]1[CH:15]=[CH:14][C:13](B(O)O)=[CH:12][CH:11]=1)([O-:9])=[O:8].FC(F)(F)S(O[C:25]1[CH2:30][CH2:29][N:28]([C:31]([O:33][C:34]([CH3:37])([CH3:36])[CH3:35])=[O:32])[CH2:27][CH:26]=1)(=O)=O.[Li+].[Cl-]. The catalyst is O1CCOCC1.CCOC(C)=O.C1C=CC([P]([Pd]([P](C2C=CC=CC=2)(C2C=CC=CC=2)C2C=CC=CC=2)([P](C2C=CC=CC=2)(C2C=CC=CC=2)C2C=CC=CC=2)[P](C2C=CC=CC=2)(C2C=CC=CC=2)C2C=CC=CC=2)(C2C=CC=CC=2)C2C=CC=CC=2)=CC=1. The product is [N+:7]([C:10]1[CH:15]=[CH:14][C:13]([C:25]2[CH2:30][CH2:29][N:28]([C:31]([O:33][C:34]([CH3:37])([CH3:36])[CH3:35])=[O:32])[CH2:27][CH:26]=2)=[CH:12][CH:11]=1)([O-:9])=[O:8]. The yield is 0.500. (7) The reactants are [Cl:1][C:2]1[CH:7]=[C:6]([Cl:8])[CH:5]=[CH:4][C:3]=1[C:9]1[N:10]=[C:11](/[CH:16]=[CH:17]/[C:18]2[CH:23]=[CH:22][C:21]([C:24]3[CH:29]=[CH:28][C:27]([OH:30])=[CH:26][CH:25]=3)=[CH:20][CH:19]=2)[N:12]([CH2:14][CH3:15])[CH:13]=1.Br[C:32]1[S:36][C:35]([C:37]([O:39]C)=[O:38])=[CH:34][CH:33]=1. No catalyst specified. The product is [Cl:1][C:2]1[CH:7]=[C:6]([Cl:8])[CH:5]=[CH:4][C:3]=1[C:9]1[N:10]=[C:11](/[CH:16]=[CH:17]/[C:18]2[CH:23]=[CH:22][C:21]([C:24]3[CH:25]=[CH:26][C:27]([O:30][C:32]4[S:36][C:35]([C:37]([OH:39])=[O:38])=[CH:34][CH:33]=4)=[CH:28][CH:29]=3)=[CH:20][CH:19]=2)[N:12]([CH2:14][CH3:15])[CH:13]=1. The yield is 0.250.